This data is from Full USPTO retrosynthesis dataset with 1.9M reactions from patents (1976-2016). The task is: Predict the reactants needed to synthesize the given product. (1) Given the product [O:28]1[C:29]2[CH:35]=[CH:34][CH:33]=[CH:32][C:30]=2[N:31]=[C:27]1[S:26][CH2:7][C:8]([NH:10][C:11]1[C:12]([S:22][CH:23]([CH3:25])[CH3:24])=[N:13][C:14]([CH3:21])=[CH:15][C:16]=1[S:17][CH:18]([CH3:20])[CH3:19])=[O:9], predict the reactants needed to synthesize it. The reactants are: C(=O)([O-])O.[Na+].Br[CH2:7][C:8]([NH:10][C:11]1[C:12]([S:22][CH:23]([CH3:25])[CH3:24])=[N:13][C:14]([CH3:21])=[CH:15][C:16]=1[S:17][CH:18]([CH3:20])[CH3:19])=[O:9].[SH:26][C:27]1[O:28][C:29]2[CH:35]=[CH:34][CH:33]=[CH:32][C:30]=2[N:31]=1. (2) Given the product [C:45]1([CH:44]([C:51]2[CH:56]=[CH:55][CH:54]=[CH:53][CH:52]=2)[N:40]2[CH2:41][CH2:42][CH2:43][CH:38]([C:36]([NH:35][CH2:34][CH2:33][CH2:32][CH2:31][CH2:30][CH2:29][NH:28][C:9](=[O:10])[CH:15]=[CH:14][C:13]3[CH:22]=[N:18][CH:16]=[CH:17][CH:12]=3)=[O:37])[CH2:39]2)[CH:50]=[CH:49][CH:48]=[CH:47][CH:46]=1, predict the reactants needed to synthesize it. The reactants are: N1C=CC=CC=1C=C[C:9](O)=[O:10].[CH:12]1[CH:13]=[CH:14][C:15]2N(O)N=[N:18][C:16]=2[CH:17]=1.[CH2:22](Cl)CCl.Cl.Cl.[NH2:28][CH2:29][CH2:30][CH2:31][CH2:32][CH2:33][CH2:34][NH:35][C:36]([CH:38]1[CH2:43][CH2:42][CH2:41][N:40]([CH:44]([C:51]2[CH:56]=[CH:55][CH:54]=[CH:53][CH:52]=2)[C:45]2[CH:50]=[CH:49][CH:48]=[CH:47][CH:46]=2)[CH2:39]1)=[O:37]. (3) Given the product [Br:11][CH2:12][CH2:13][CH2:14][N:2]([CH3:1])[C:3]1[CH:8]=[CH:7][CH:6]=[C:5]([O:9][CH3:10])[CH:4]=1, predict the reactants needed to synthesize it. The reactants are: [CH3:1][NH:2][C:3]1[CH:8]=[CH:7][CH:6]=[C:5]([O:9][CH3:10])[CH:4]=1.[Br:11][CH2:12][CH2:13][CH2:14]Br.C([O-])([O-])=O.[K+].[K+].C1OCCOCCOCCOCCOCCOC1.BrCCCN(C)C1C=CC=CC=1. (4) Given the product [C:18]1([C:13]2[CH:14]=[CH:15][CH:16]=[C:17]3[C:12]=2[N:11]([CH2:24][CH2:25][CH3:26])[N:10]=[C:9]3[C:6]2[CH:5]=[CH:4][C:3]([OH:2])=[CH:8][CH:7]=2)[CH:19]=[CH:20][CH:21]=[CH:22][CH:23]=1, predict the reactants needed to synthesize it. The reactants are: C[O:2][C:3]1[CH:8]=[CH:7][C:6]([C:9]2[C:17]3[C:12](=[C:13]([C:18]4[CH:23]=[CH:22][CH:21]=[CH:20][CH:19]=4)[CH:14]=[CH:15][CH:16]=3)[N:11]([CH2:24][CH2:25][CH3:26])[N:10]=2)=[CH:5][CH:4]=1.B(Br)(Br)Br. (5) Given the product [CH3:1][O:2][C:3]1[CH:12]=[C:11]([O:13][CH3:14])[C:10]2[CH:9]3[N:8]([CH:7]([CH3:15])[CH2:6][C:5]=2[CH:4]=1)[CH:19]=[C:20]([C:21]([O:23][CH2:24][CH3:25])=[O:22])[C:26](=[O:28])[CH2:27]3, predict the reactants needed to synthesize it. The reactants are: [CH3:1][O:2][C:3]1[CH:4]=[C:5]2[C:10](=[C:11]([O:13][CH3:14])[CH:12]=1)[CH:9]=[N:8][CH:7]([CH3:15])[CH2:6]2.C(O[CH:19]=[C:20]([C:26](=[O:28])[CH3:27])[C:21]([O:23][CH2:24][CH3:25])=[O:22])C.